Dataset: Peptide-MHC class II binding affinity with 134,281 pairs from IEDB. Task: Regression. Given a peptide amino acid sequence and an MHC pseudo amino acid sequence, predict their binding affinity value. This is MHC class II binding data. The peptide sequence is GARRSGDVLWDIPTP. The MHC is HLA-DQA10501-DQB10302 with pseudo-sequence HLA-DQA10501-DQB10302. The binding affinity (normalized) is 0.383.